From a dataset of Full USPTO retrosynthesis dataset with 1.9M reactions from patents (1976-2016). Predict the reactants needed to synthesize the given product. (1) Given the product [CH2:1]([N:6]1[CH:10]=[C:9]([C:11]2[CH:20]=[C:19]([O:21][CH2:22][CH2:23][C@@H:24]3[NH:38][C:37](=[O:39])[N:36]([CH3:40])[CH2:35][CH2:34][CH2:33][CH2:32][CH:31]=[CH:30][C@H:29]4[C@@:27]([C:41]([NH:55][S:52]([C:49]5([CH3:48])[CH2:51][CH2:50]5)(=[O:54])=[O:53])=[O:43])([CH2:28]4)[NH:26][C:25]3=[O:44])[C:18]3[C:13](=[C:14]([CH3:47])[C:15]([O:45][CH3:46])=[CH:16][CH:17]=3)[N:12]=2)[CH:8]=[N:7]1)[CH2:2][CH:3]([CH3:5])[CH3:4], predict the reactants needed to synthesize it. The reactants are: [CH2:1]([N:6]1[CH:10]=[C:9]([C:11]2[CH:20]=[C:19]([O:21][CH2:22][CH2:23][C@@H:24]3[NH:38][C:37](=[O:39])[N:36]([CH3:40])[CH2:35][CH2:34][CH2:33][CH2:32][CH:31]=[CH:30][C@H:29]4[C@@:27]([C:41]([OH:43])=O)([CH2:28]4)[NH:26][C:25]3=[O:44])[C:18]3[C:13](=[C:14]([CH3:47])[C:15]([O:45][CH3:46])=[CH:16][CH:17]=3)[N:12]=2)[CH:8]=[N:7]1)[CH2:2][CH:3]([CH3:5])[CH3:4].[CH3:48][C:49]1([S:52]([NH2:55])(=[O:54])=[O:53])[CH2:51][CH2:50]1. (2) Given the product [CH3:36][O:35][C:32]1[CH:33]=[CH:34][C:29]([CH2:28][NH:25][C:26]([N:11]2[CH2:10][CH2:9][CH:8]([O:7][C:6]3[CH:14]=[CH:15][C:3]([F:2])=[CH:4][CH:5]=3)[CH2:13][CH2:12]2)=[O:27])=[CH:30][CH:31]=1, predict the reactants needed to synthesize it. The reactants are: Cl.[F:2][C:3]1[CH:15]=[CH:14][C:6]([O:7][CH:8]2[CH2:13][CH2:12][NH:11][CH2:10][CH2:9]2)=[CH:5][CH:4]=1.C(N(C(C)C)CC)(C)C.[N:25]([CH2:28][C:29]1[CH:34]=[CH:33][C:32]([O:35][CH3:36])=[CH:31][CH:30]=1)=[C:26]=[O:27]. (3) Given the product [CH2:13]1[C:12]2([CH2:16][CH2:17][CH:9]([NH2:8])[CH2:10][CH2:11]2)[CH2:15][O:14]1, predict the reactants needed to synthesize it. The reactants are: C([NH:8][CH:9]1[CH2:17][CH2:16][C:12]2([CH2:15][O:14][CH2:13]2)[CH2:11][CH2:10]1)C1C=CC=CC=1.[H][H]. (4) Given the product [F:7][C:8]1[C:13]([C:14]([F:16])([F:17])[F:15])=[CH:12][CH:11]=[CH:10][C:9]=1[CH2:18][C:19]1[N:20]=[C:21]2[S:28][C:27]([CH3:29])=[C:26]([C:30]([NH2:34])=[O:31])[N:22]2[C:23](=[O:25])[CH:24]=1, predict the reactants needed to synthesize it. The reactants are: C(Cl)(=O)C(Cl)=O.[F:7][C:8]1[C:13]([C:14]([F:17])([F:16])[F:15])=[CH:12][CH:11]=[CH:10][C:9]=1[CH2:18][C:19]1[N:20]=[C:21]2[S:28][C:27]([CH3:29])=[C:26]([C:30](O)=[O:31])[N:22]2[C:23](=[O:25])[CH:24]=1.C[N:34](C=O)C.N.O1CCOCC1. (5) The reactants are: Br[C:2]1[N:6](COCC[Si](C)(C)C)[C:5]([C:15]2[CH:20]=[CH:19][CH:18]=[CH:17][CH:16]=2)=[N:4][C:3]=1[C:21]1[CH:26]=[CH:25][N:24]=[CH:23][CH:22]=1.C([O-])([O-])=O.[Na+].[Na+].CO[CH2:35][CH2:36][O:37][CH3:38]. Given the product [CH3:38][O:37][C:36]1[C:5]([NH2:6])=[N:4][CH:3]=[C:2]([C:2]2[N:6]=[C:5]([C:15]3[CH:16]=[CH:17][CH:18]=[CH:19][CH:20]=3)[NH:4][C:3]=2[C:21]2[CH:22]=[CH:23][N:24]=[CH:25][CH:26]=2)[CH:35]=1, predict the reactants needed to synthesize it. (6) Given the product [CH3:24][Si:9]([CH3:8])([CH2:18][CH2:19][Si:20]([CH3:21])([CH3:23])[CH3:22])[CH2:10][CH2:11][CH2:12][O:13][CH2:14][CH:15]([OH:16])[CH2:17][NH:1][CH2:2][CH2:3][O:4][CH2:5][CH2:6][OH:7], predict the reactants needed to synthesize it. The reactants are: [NH2:1][CH2:2][CH2:3][O:4][CH2:5][CH2:6][OH:7].[CH3:8][Si:9]([CH3:24])([CH2:18][CH2:19][Si:20]([CH3:23])([CH3:22])[CH3:21])[CH2:10][CH2:11][CH2:12][O:13][CH2:14][CH:15]1[CH2:17][O:16]1. (7) The reactants are: [S:1](Cl)(Cl)=[O:2].[CH3:5][C:6]([CH3:11])([CH2:9][OH:10])[CH2:7][OH:8]. Given the product [CH3:5][C:6]1([CH3:11])[CH2:9][O:10][S:1](=[O:2])[O:8][CH2:7]1, predict the reactants needed to synthesize it.